Dataset: Forward reaction prediction with 1.9M reactions from USPTO patents (1976-2016). Task: Predict the product of the given reaction. (1) Given the reactants [B:10]1([B:10]2[O:14][C:13]([CH3:16])([CH3:15])[C:12]([CH3:18])([CH3:17])[O:11]2)[O:14][C:13]([CH3:16])([CH3:15])[C:12]([CH3:18])([CH3:17])[O:11]1.C([O-])(=O)C.[K+].[CH2:24]([O:26][C:27](=[O:36])[C:28]1[CH:33]=[C:32](Br)[CH:31]=[CH:30][C:29]=1[Cl:35])[CH3:25], predict the reaction product. The product is: [CH2:24]([O:26][C:27](=[O:36])[C:28]1[CH:33]=[C:32]([B:10]2[O:11][C:12]([CH3:17])([CH3:18])[C:13]([CH3:15])([CH3:16])[O:14]2)[CH:31]=[CH:30][C:29]=1[Cl:35])[CH3:25]. (2) Given the reactants Br[C:2]1[CH:11]=[CH:10][C:5]([C:6]([O:8][CH3:9])=[O:7])=[C:4]([F:12])[CH:3]=1.[N:13]1[CH:18]=[CH:17][CH:16]=[C:15](B(O)O)[CH:14]=1.C([O-])([O-])=O.[Na+].[Na+], predict the reaction product. The product is: [F:12][C:4]1[CH:3]=[C:2]([C:15]2[CH:14]=[N:13][CH:18]=[CH:17][CH:16]=2)[CH:11]=[CH:10][C:5]=1[C:6]([O:8][CH3:9])=[O:7]. (3) Given the reactants [Cl:1][C:2]1[CH:3]=[C:4]([N:9]2[N:13]=[C:12]([CH:14]=O)[C:11]([C:16]3[CH:21]=[CH:20][CH:19]=[CH:18][C:17]=3[F:22])=[N:10]2)[CH:5]=[CH:6][C:7]=1[Cl:8].[NH:23]1[CH2:28][CH2:27][CH:26]([C:29]#[N:30])[CH2:25][CH2:24]1.C(O[BH-](OC(=O)C)OC(=O)C)(=O)C.[Na+], predict the reaction product. The product is: [Cl:1][C:2]1[CH:3]=[C:4]([N:9]2[N:13]=[C:12]([CH2:14][N:23]3[CH2:28][CH2:27][CH:26]([C:29]#[N:30])[CH2:25][CH2:24]3)[C:11]([C:16]3[CH:21]=[CH:20][CH:19]=[CH:18][C:17]=3[F:22])=[N:10]2)[CH:5]=[CH:6][C:7]=1[Cl:8].